From a dataset of Full USPTO retrosynthesis dataset with 1.9M reactions from patents (1976-2016). Predict the reactants needed to synthesize the given product. Given the product [CH2:18]([Si:15]([CH2:16][CH3:17])([CH2:20][CH3:21])[C:7]1[CH:8]=[CH:9][CH:10]=[C:11]([C:23]2[CH:28]=[CH:27][CH:26]=[CH:25][CH:24]=2)[C:31]=1[OH:34])[CH3:19], predict the reactants needed to synthesize it. The reactants are: B(Cl)(Cl)Cl.CN1C2[C:9](=[CH:10][CH:11]=CC=2)[CH:8]=[C:7]1[Si:15]([CH2:20][CH3:21])([CH2:18][CH3:19])[CH2:16][CH3:17].I[C:23]1[CH:28]=[CH:27][C:26](OC)=[CH:25][CH:24]=1.[C:31]([O-:34])([O-])=O.[Na+].[Na+].